From a dataset of Full USPTO retrosynthesis dataset with 1.9M reactions from patents (1976-2016). Predict the reactants needed to synthesize the given product. (1) Given the product [NH2:11][N:1]1[CH:5]=[CH:4][N:3]=[C:2]1[C:6]([O:8][CH2:9][CH3:10])=[O:7], predict the reactants needed to synthesize it. The reactants are: [NH:1]1[CH:5]=[CH:4][N:3]=[C:2]1[C:6]([O:8][CH2:9][CH3:10])=[O:7].[NH2:11]O. (2) The reactants are: [CH2:1]([O:3][C:4]([C:6]1[S:10][C:9](Br)=[N:8][C:7]=1[CH2:12][N:13]([CH2:20][C:21]1[CH:26]=[CH:25][C:24]([O:27][CH3:28])=[CH:23][C:22]=1[O:29][CH3:30])[CH2:14][C:15]([O:17][CH2:18][CH3:19])=[O:16])=[O:5])[CH3:2].[CH3:31][O:32][C:33]1[CH:38]=[CH:37][CH:36]=[CH:35][C:34]=1B(O)O.C(=O)([O-])[O-].[Cs+].[Cs+]. Given the product [CH2:1]([O:3][C:4]([C:6]1[S:10][C:9]([C:34]2[CH:35]=[CH:36][CH:37]=[CH:38][C:33]=2[O:32][CH3:31])=[N:8][C:7]=1[CH2:12][N:13]([CH2:20][C:21]1[CH:26]=[CH:25][C:24]([O:27][CH3:28])=[CH:23][C:22]=1[O:29][CH3:30])[CH2:14][C:15]([O:17][CH2:18][CH3:19])=[O:16])=[O:5])[CH3:2], predict the reactants needed to synthesize it. (3) Given the product [N:1]1([S:5]([C:8]2[C:9]([OH:18])=[C:10]([CH:11]=[CH:12][C:13]=2[Cl:14])[NH2:15])(=[O:7])=[O:6])[CH2:4][CH2:3][CH2:2]1, predict the reactants needed to synthesize it. The reactants are: [N:1]1([S:5]([C:8]2[C:13]([Cl:14])=[CH:12][CH:11]=[C:10]([N+:15]([O-])=O)[C:9]=2[OH:18])(=[O:7])=[O:6])[CH2:4][CH2:3][CH2:2]1.[H][H]. (4) Given the product [OH:32][CH2:16][CH2:15][CH2:14][C:13]1[N:12]=[CH:11][N:9]([C:20]([O:26][C:27]([CH3:28])([CH3:29])[CH3:30])=[O:31])[CH:8]=1, predict the reactants needed to synthesize it. The reactants are: C(N(CC)CC)C.[CH3:8][N:9]([C:11]1[CH:16]=[CH:15][CH:14]=[CH:13][N:12]=1)C.C(#N)C.[C:20](=[O:31])([O:26][C:27]([CH3:30])([CH3:29])[CH3:28])OC(C)(C)C.[O:32]1CCOCC1.O.